This data is from Catalyst prediction with 721,799 reactions and 888 catalyst types from USPTO. The task is: Predict which catalyst facilitates the given reaction. (1) Reactant: [Cl:1][C:2]1[CH:3]=[CH:4][C:5]([O:19][C:20]2[CH:25]=[C:24]([F:26])[C:23]([S:27](=[O:46])(=[O:45])[N:28](CC3C=CC(OC)=CC=3OC)[C:29]3[S:30][CH:31]=[CH:32][N:33]=3)=[CH:22][C:21]=2[Cl:47])=[C:6]([CH2:8][CH2:9][CH2:10][N:11]([CH2:16][C:17]#[CH:18])[CH2:12][C:13]([OH:15])=[O:14])[CH:7]=1.Cl.CCCCC. Product: [Cl:1][C:2]1[CH:3]=[CH:4][C:5]([O:19][C:20]2[CH:25]=[C:24]([F:26])[C:23]([S:27](=[O:45])(=[O:46])[NH:28][C:29]3[S:30][CH:31]=[CH:32][N:33]=3)=[CH:22][C:21]=2[Cl:47])=[C:6]([CH2:8][CH2:9][CH2:10][N:11]([CH2:16][C:17]#[CH:18])[CH2:12][C:13]([OH:15])=[O:14])[CH:7]=1. The catalyst class is: 13. (2) Reactant: CP(C)C.C1COCC1.[CH2:10]([O:17][C:18]([N:20]1[C:29]2[C:24](=[CH:25][C:26]([CH2:30][C:31]([CH3:34])([CH3:33])[CH3:32])=[CH:27][CH:28]=2)[CH:23]([N:35]=[N+]=[N-])[CH2:22][CH2:21]1)=[O:19])[C:11]1[CH:16]=[CH:15][CH:14]=[CH:13][CH:12]=1. Product: [CH2:10]([O:17][C:18]([N:20]1[C:29]2[C:24](=[CH:25][C:26]([CH2:30][C:31]([CH3:33])([CH3:32])[CH3:34])=[CH:27][CH:28]=2)[CH:23]([NH2:35])[CH2:22][CH2:21]1)=[O:19])[C:11]1[CH:16]=[CH:15][CH:14]=[CH:13][CH:12]=1. The catalyst class is: 20. (3) Reactant: [CH2:1]([C:3]1[C:8]([F:9])=[CH:7][C:6]([OH:10])=[C:5]([O:11][CH3:12])[CH:4]=1)[CH3:2].[F:13][C:14]1[CH:15]=[C:16]([CH:19]=[CH:20][C:21]=1F)[C:17]#[N:18].[OH-].[K+]. Product: [CH2:1]([C:3]1[C:8]([F:9])=[CH:7][C:6]([O:10][C:21]2[CH:20]=[CH:19][C:16]([C:17]#[N:18])=[CH:15][C:14]=2[F:13])=[C:5]([O:11][CH3:12])[CH:4]=1)[CH3:2]. The catalyst class is: 10. (4) Reactant: O[CH:2]1[C:10]2[C:5](=[CH:6][CH:7]=[CH:8][CH:9]=2)[C:4](=[O:11])[C:3]1([CH3:13])[CH3:12].[NH:14]1[CH:18]=[C:17]([C:19]([O:21][CH3:22])=[O:20])[N:16]=[CH:15]1.C1(P(C2C=CC=CC=2)C2C=CC=CC=2)C=CC=CC=1.N(C(OC(C)(C)C)=O)=NC(OC(C)(C)C)=O.Cl.O1CCOCC1. Product: [CH3:22][O:21][C:19]([C:17]1[N:16]([CH:2]2[C:10]3[C:5](=[CH:6][CH:7]=[CH:8][CH:9]=3)[C:4](=[O:11])[C:3]2([CH3:13])[CH3:12])[CH:15]=[N:14][CH:18]=1)=[O:20]. The catalyst class is: 1.